Dataset: Full USPTO retrosynthesis dataset with 1.9M reactions from patents (1976-2016). Task: Predict the reactants needed to synthesize the given product. Given the product [CH3:22][Si:21]([N:1]([C:2]1[CH:7]=[N:6][CH:5]=[CH:4][N:3]=1)[Si:21]([CH3:24])([CH3:23])[CH3:22])([CH3:24])[CH3:23], predict the reactants needed to synthesize it. The reactants are: [NH2:1][C:2]1[CH:7]=[N:6][CH:5]=[CH:4][N:3]=1.C(N(CC)CC)C.FC(F)(F)S(O[Si:21]([CH3:24])([CH3:23])[CH3:22])(=O)=O.